This data is from Full USPTO retrosynthesis dataset with 1.9M reactions from patents (1976-2016). The task is: Predict the reactants needed to synthesize the given product. The reactants are: [H-].[Na+].[Cl:3][C:4]1[CH:5]=[C:6]([N:10]2[CH:14]=[C:13]([CH2:15][OH:16])[N:12]=[N:11]2)[CH:7]=[CH:8][CH:9]=1.[CH:17]1([N:20]2[C:24](S(C)(=O)=O)=[N:23][N:22]=[C:21]2[C:29]2[CH:34]=[CH:33][N:32]=[CH:31][CH:30]=2)[CH2:19][CH2:18]1. Given the product [Cl:3][C:4]1[CH:5]=[C:6]([N:10]2[CH:14]=[C:13]([CH2:15][O:16][C:24]3[N:20]([CH:17]4[CH2:19][CH2:18]4)[C:21]([C:29]4[CH:30]=[CH:31][N:32]=[CH:33][CH:34]=4)=[N:22][N:23]=3)[N:12]=[N:11]2)[CH:7]=[CH:8][CH:9]=1, predict the reactants needed to synthesize it.